From a dataset of Catalyst prediction with 721,799 reactions and 888 catalyst types from USPTO. Predict which catalyst facilitates the given reaction. (1) Reactant: [F:1][C:2]1[N:7]=[C:6]([NH2:8])[CH:5]=[CH:4][CH:3]=1.C1C(=O)N([Br:16])C(=O)C1. Product: [Br:16][C:3]1[CH:4]=[CH:5][C:6]([NH2:8])=[N:7][C:2]=1[F:1]. The catalyst class is: 10. (2) Reactant: C(O)C.C(O[C:7](=[O:37])/[C:8](=[CH:22]/[C:23]1[CH:28]=[CH:27][C:26]([N:29]2[CH:33]=[C:32]([CH3:34])[N:31]=[CH:30]2)=[C:25]([O:35][CH3:36])[CH:24]=1)/[CH2:9][CH2:10][CH2:11][CH2:12][NH:13][CH2:14][C:15]1[CH:20]=[CH:19][CH:18]=[C:17]([F:21])[CH:16]=1)C.[OH-].[Na+].Cl. Product: [F:21][C:17]1[CH:16]=[C:15]([CH:20]=[CH:19][CH:18]=1)[CH2:14][N:13]1[CH2:12][CH2:11][CH2:10][CH2:9]/[C:8](=[CH:22]\[C:23]2[CH:28]=[CH:27][C:26]([N:29]3[CH:33]=[C:32]([CH3:34])[N:31]=[CH:30]3)=[C:25]([O:35][CH3:36])[CH:24]=2)/[C:7]1=[O:37]. The catalyst class is: 13. (3) Reactant: [C:1]1([C:24]2[CH:29]=[CH:28][CH:27]=[CH:26][CH:25]=2)[CH:6]=[CH:5][C:4]([CH2:7][C@H:8]([NH:16]C(=O)OC(C)(C)C)[C:9]([NH:11][CH2:12][CH2:13][C:14]#[N:15])=O)=[CH:3][CH:2]=1.C1(P(C2C=CC=CC=2)C2C=CC=CC=2)C=CC=CC=1.CC(OC(/N=N/C(OC(C)C)=O)=O)C.[Si]([N:67]=[N+:68]=[N-:69])(C)(C)C. Product: [NH2:16][C@H:8]([C:9]1[N:11]([CH2:12][CH2:13][C:14]#[N:15])[N:69]=[N:68][N:67]=1)[CH2:7][C:4]1[CH:5]=[CH:6][C:1]([C:24]2[CH:29]=[CH:28][CH:27]=[CH:26][CH:25]=2)=[CH:2][CH:3]=1. The catalyst class is: 1. (4) Reactant: Br[C:2]1[CH:23]=[CH:22][C:21]([O:24][CH2:25][C:26]2[CH:31]=[CH:30][C:29]([F:32])=[CH:28][CH:27]=2)=[CH:20][C:3]=1[C:4]([C:6](=[CH:12][NH:13][C@@H:14]([CH:17]([CH3:19])[CH3:18])[CH2:15][OH:16])[C:7]([O:9][CH2:10][CH3:11])=[O:8])=[O:5].[Cl-].[K+].C[Si](C)(C)N=C(O[Si](C)(C)C)C.Cl. Product: [F:32][C:29]1[CH:30]=[CH:31][C:26]([CH2:25][O:24][C:21]2[CH:20]=[C:3]3[C:2](=[CH:23][CH:22]=2)[N:13]([C@@H:14]([CH:17]([CH3:19])[CH3:18])[CH2:15][OH:16])[CH:12]=[C:6]([C:7]([O:9][CH2:10][CH3:11])=[O:8])[C:4]3=[O:5])=[CH:27][CH:28]=1. The catalyst class is: 18. (5) Reactant: [N+:1]([C:4]1[CH:9]=[CH:8][C:7]([C:10]2[NH:14][N:13]=NN=2)=[CH:6][CH:5]=1)([O-:3])=[O:2].[CH:15]1([C:21](Cl)=[O:22])[CH2:20][CH2:19][CH2:18][CH2:17][CH2:16]1. Product: [CH:15]1([C:21]2[O:22][C:10]([C:7]3[CH:6]=[CH:5][C:4]([N+:1]([O-:3])=[O:2])=[CH:9][CH:8]=3)=[N:14][N:13]=2)[CH2:20][CH2:19][CH2:18][CH2:17][CH2:16]1. The catalyst class is: 17. (6) Reactant: S(S([O-])=O)([O-])=O.[Na+].[Na+].[F:9][C:10]1[CH:11]=[C:12]([CH2:16][CH2:17][C:18]2[O:22][C:21]([C:23]3[CH:24]=[CH:25][C:26]([N+:38]([O-])=O)=[C:27]([CH:37]=3)[NH:28][C:29]3[CH:34]=[CH:33][C:32]([O:35][CH3:36])=[CH:31][CH:30]=3)=[N:20][N:19]=2)[CH:13]=[CH:14][CH:15]=1.O1CCCC1.C(=O)([O-])O.[Na+]. Product: [F:9][C:10]1[CH:11]=[C:12]([CH2:16][CH2:17][C:18]2[O:22][C:21]([C:23]3[CH:37]=[C:27]([NH:28][C:29]4[CH:30]=[CH:31][C:32]([O:35][CH3:36])=[CH:33][CH:34]=4)[C:26]([NH2:38])=[CH:25][CH:24]=3)=[N:20][N:19]=2)[CH:13]=[CH:14][CH:15]=1. The catalyst class is: 8. (7) Reactant: [OH:1][CH2:2][C:3]1([CH2:9][CH2:10][C:11]2[CH:16]=[CH:15][C:14]([OH:17])=[CH:13][CH:12]=2)[CH2:7][O:6][C:5]([CH3:8])=[N:4]1.C([O-])([O-])=O.[Cs+].[Cs+].Br[CH2:25][CH2:26][CH2:27][O:28][C:29]1[CH:34]=[CH:33][CH:32]=[CH:31][CH:30]=1.CCOC(C)=O. Product: [CH3:8][C:5]1[O:6][CH2:7][C:3]([CH2:2][OH:1])([CH2:9][CH2:10][C:11]2[CH:12]=[CH:13][C:14]([O:17][CH2:25][CH2:26][CH2:27][O:28][C:29]3[CH:34]=[CH:33][CH:32]=[CH:31][CH:30]=3)=[CH:15][CH:16]=2)[N:4]=1. The catalyst class is: 18. (8) Reactant: C([C:3]1[CH:8]=[CH:7][C:6](/[CH:9]=[CH:10]/[C:11]([OH:13])=O)=[CH:5][CH:4]=1)#N.[CH2:14]([N:16](CC)CC)C.[NH2:21][C@H:22]([CH2:39][C:40]1[CH:45]=[CH:44][CH:43]=[CH:42][CH:41]=1)[CH2:23][N:24]1[CH2:29][CH2:28][CH:27]([C:30]([C:32]2[CH:37]=[CH:36][C:35]([F:38])=[CH:34][CH:33]=2)=[O:31])[CH2:26][CH2:25]1. Product: [CH2:39]([C@@H:22]([NH:21][C:11](=[O:13])/[CH:10]=[CH:9]/[C:6]1[CH:5]=[CH:4][CH:3]=[C:8]([C:14]#[N:16])[CH:7]=1)[CH2:23][N:24]1[CH2:29][CH2:28][CH:27]([C:30](=[O:31])[C:32]2[CH:33]=[CH:34][C:35]([F:38])=[CH:36][CH:37]=2)[CH2:26][CH2:25]1)[C:40]1[CH:45]=[CH:44][CH:43]=[CH:42][CH:41]=1. The catalyst class is: 4. (9) Reactant: [Br:1][C:2]1[CH:11]=[C:10]2[C:5]([C:6](=[O:17])[NH:7][C:8]([CH:12]3[CH2:16][CH2:15][CH2:14][NH:13]3)=[N:9]2)=[CH:4][CH:3]=1.C([O-])([O-])=O.[K+].[K+].[Na+].[I-].Br[CH2:27][CH2:28]Cl. Product: [Br:1][C:2]1[CH:11]=[C:10]2[C:5]([C:6](=[O:17])[N:7]3[CH2:28][CH2:27][N:13]4[CH2:14][CH2:15][CH2:16][CH:12]4[C:8]3=[N:9]2)=[CH:4][CH:3]=1. The catalyst class is: 23. (10) Reactant: C1(S([N:10]2[CH:21]=[CH:20][C:19]3[C:11]2=[N:12][CH:13]=[C:14]2[C:18]=3[N:17]([CH:22]3[CH2:27][CH2:26][C:25]([CH3:29])([OH:28])[CH2:24][CH2:23]3)[N:16]=[N:15]2)(=O)=O)C=CC=CC=1.[OH-].[Na+].Cl. Product: [CH3:29][C:25]1([OH:28])[CH2:26][CH2:27][CH:22]([N:17]2[C:18]3[C:14](=[CH:13][N:12]=[C:11]4[C:19]=3[CH:20]=[CH:21][NH:10]4)[N:15]=[N:16]2)[CH2:23][CH2:24]1. The catalyst class is: 6.